From a dataset of Forward reaction prediction with 1.9M reactions from USPTO patents (1976-2016). Predict the product of the given reaction. (1) Given the reactants [C:1]([CH2:3][N:4]1[C:12]([C:13]([O:15][CH2:16][CH3:17])=[O:14])=[CH:11][C:10]2[CH:9]3[CH2:18][CH:6]([CH2:7][CH2:8]3)[C:5]1=2)#[N:2], predict the reaction product. The product is: [NH2:2][CH2:1][CH2:3][N:4]1[C:12]([C:13]([O:15][CH2:16][CH3:17])=[O:14])=[CH:11][C:10]2[CH:9]3[CH2:18][CH:6]([CH2:7][CH2:8]3)[C:5]1=2. (2) Given the reactants C([O:3][C:4]([C:6]1[CH:10]=[C:9]([CH2:11][NH:12][C:13]([C:15]2[CH:19]=[C:18]([NH:20][C:21](=[O:31])[C:22]3[CH:27]=[C:26]([F:28])[C:25]([F:29])=[CH:24][C:23]=3[Cl:30])[NH:17][N:16]=2)=[O:14])[O:8][N:7]=1)=[O:5])C.[OH-].[Na+].Cl.O, predict the reaction product. The product is: [C:4]([C:6]1[CH:10]=[C:9]([CH2:11][NH:12][C:13]([C:15]2[CH:19]=[C:18]([NH:20][C:21](=[O:31])[C:22]3[CH:27]=[C:26]([F:28])[C:25]([F:29])=[CH:24][C:23]=3[Cl:30])[NH:17][N:16]=2)=[O:14])[O:8][N:7]=1)([OH:5])=[O:3]. (3) The product is: [CH2:1]([O:8][C:9]([N:11]1[CH2:15][CH:14]([OH:16])[CH2:13][CH:12]1[C:24]([C:26]1[C:34]2[C:29](=[CH:30][C:31]([F:35])=[CH:32][CH:33]=2)[NH:28][CH:27]=1)=[O:25])=[O:10])[C:2]1[CH:7]=[CH:6][CH:5]=[CH:4][CH:3]=1. Given the reactants [CH2:1]([O:8][C:9]([N:11]1[CH2:15][CH:14]([O:16][Si](C(C)(C)C)(C)C)[CH2:13][CH:12]1[C:24]([C:26]1[C:34]2[C:29](=[CH:30][C:31]([F:35])=[CH:32][CH:33]=2)[NH:28][CH:27]=1)=[O:25])=[O:10])[C:2]1[CH:7]=[CH:6][CH:5]=[CH:4][CH:3]=1.CCCC[N+](CCCC)(CCCC)CCCC.[F-].CCCC[N+](CCCC)(CCCC)CCCC.[F-].C1COCC1, predict the reaction product. (4) Given the reactants [CH:1]1([N:5]2[CH2:11][C:10]([F:13])([F:12])[C:9](=[O:14])[N:8]([CH3:15])[C:7]3[CH:16]=[N:17][C:18]([NH:20][C:21]4[CH:29]=[CH:28][C:24]([C:25](O)=[O:26])=[CH:23][CH:22]=4)=[N:19][C:6]2=3)[CH2:4][CH2:3][CH2:2]1.C([N:32](CC)CC)C.F[P-](F)(F)(F)(F)F.CN(C(N(C)C)=[N+]1C2C(=NC=CC=2)[N+]([O-])=N1)C.[Cl-].[NH4+], predict the reaction product. The product is: [CH:1]1([N:5]2[CH2:11][C:10]([F:13])([F:12])[C:9](=[O:14])[N:8]([CH3:15])[C:7]3[CH:16]=[N:17][C:18]([NH:20][C:21]4[CH:29]=[CH:28][C:24]([C:25]([NH2:32])=[O:26])=[CH:23][CH:22]=4)=[N:19][C:6]2=3)[CH2:2][CH2:3][CH2:4]1. (5) Given the reactants [F:1][C:2]1[CH:7]=[CH:6][C:5]([C:8]#[C:9][C:10]([O:12]C)=[O:11])=[CH:4][CH:3]=1.[Li+].[OH-].Cl, predict the reaction product. The product is: [F:1][C:2]1[CH:3]=[CH:4][C:5]([C:8]#[C:9][C:10]([OH:12])=[O:11])=[CH:6][CH:7]=1. (6) Given the reactants [N+:1]([C:4]1[CH:9]=[CH:8][C:7]([N:10]2[C:22]3[CH:21]=[CH:20][CH:19]=[CH:18][C:17]=3[C:16]3[C:11]2=[CH:12][CH:13]=[CH:14][CH:15]=3)=[CH:6][CH:5]=1)([O-])=O.[Sn].Cl, predict the reaction product. The product is: [CH:21]1[C:22]2[N:10]([C:7]3[CH:6]=[CH:5][C:4]([NH2:1])=[CH:9][CH:8]=3)[C:11]3[C:16](=[CH:15][CH:14]=[CH:13][CH:12]=3)[C:17]=2[CH:18]=[CH:19][CH:20]=1. (7) Given the reactants [CH3:1][N:2]1[CH2:6][CH:5]([C:7]2[CH:12]=[CH:11][CH:10]=[CH:9][CH:8]=2)[C:4]2([CH2:18][CH2:17][CH2:16][N:15](C(OC(C)(C)C)=O)[CH2:14][CH2:13]2)[C:3]1=[O:26].C(O)(C(F)(F)F)=O, predict the reaction product. The product is: [CH3:1][N:2]1[CH2:6][CH:5]([C:7]2[CH:12]=[CH:11][CH:10]=[CH:9][CH:8]=2)[C:4]2([CH2:18][CH2:17][CH2:16][NH:15][CH2:14][CH2:13]2)[C:3]1=[O:26].